Dataset: Catalyst prediction with 721,799 reactions and 888 catalyst types from USPTO. Task: Predict which catalyst facilitates the given reaction. (1) Reactant: [CH3:1][O:2][Si:3]([CH2:8][CH2:9][CH2:10][N:11]([CH3:13])[CH3:12])([O:6][CH3:7])[O:4][CH3:5].[C:14]([OH:21])(=[O:20])/[CH:15]=[CH:16]\[C:17]([OH:19])=[O:18]. Product: [C:14]([O-:21])(=[O:20])/[CH:15]=[CH:16]\[C:17]([O-:19])=[O:18].[CH3:1][O:2][Si:3]([CH2:8][CH2:9][CH2:10][NH+:11]([CH3:13])[CH3:12])([O:4][CH3:5])[O:6][CH3:7].[CH3:1][O:2][Si:3]([CH2:8][CH2:9][CH2:10][NH+:11]([CH3:13])[CH3:12])([O:4][CH3:5])[O:6][CH3:7]. The catalyst class is: 8. (2) Reactant: [Br:1][C:2]1[C:7](=[O:8])[N:6]([CH2:9][CH2:10][C:11]([O:13]CC)=[O:12])[N:5]=[CH:4][C:3]=1[NH:16][C@@H:17]1[CH2:22][C@@H:21]2[CH2:23][C@@H:19]([C:20]2([CH3:25])[CH3:24])[C@H:18]1[CH3:26].[OH-].[Na+].C(OCC)(=O)C. Product: [Br:1][C:2]1[C:7](=[O:8])[N:6]([CH2:9][CH2:10][C:11]([OH:13])=[O:12])[N:5]=[CH:4][C:3]=1[NH:16][C@@H:17]1[CH2:22][C@@H:21]2[CH2:23][C@@H:19]([C:20]2([CH3:25])[CH3:24])[C@H:18]1[CH3:26]. The catalyst class is: 12. (3) Reactant: [C:1]([O-:4])(=[O:3])[CH3:2].[P:5]([O-:9])([OH:8])([OH:7])=[O:6].[Na+:10]. The catalyst class is: 6. Product: [P:5]([O-:9])([OH:8])([OH:7])=[O:6].[Na+:10].[C:1]([O-:4])(=[O:3])[CH3:2].[Na+:10]. (4) Reactant: Cl.Cl.[Br:3][C:4]1[CH:9]=[CH:8][C:7]([N:10]([CH2:14][CH3:15])[CH2:11][CH2:12][NH2:13])=[CH:6][CH:5]=1.N1C=CC=CC=1.[C:22](OC(=O)C)(=[O:24])[CH3:23]. Product: [Br:3][C:4]1[CH:5]=[CH:6][C:7]([N:10]([CH2:14][CH3:15])[CH2:11][CH2:12][NH:13][C:22](=[O:24])[CH3:23])=[CH:8][CH:9]=1. The catalyst class is: 4. (5) Reactant: Br[C:2]1[CH:11]=[N:10][C:9]2[NH:8][C:7]3[CH:12]=[CH:13][C:14]([C:16]#[N:17])=[CH:15][C:6]=3[C:5]([C:23]([F:26])([F:25])[F:24])([CH2:18][O:19][CH:20]([CH3:22])[CH3:21])[C:4]=2[CH:3]=1.CCOC(C)=O.CCCCCC.[CH3:39][N:40](C=O)C. Product: [C:39]([C:2]1[CH:11]=[N:10][C:9]2[NH:8][C:7]3[CH:12]=[CH:13][C:14]([C:16]#[N:17])=[CH:15][C:6]=3[C:5]([C:23]([F:26])([F:24])[F:25])([CH2:18][O:19][CH:20]([CH3:21])[CH3:22])[C:4]=2[CH:3]=1)#[N:40]. The catalyst class is: 380. (6) Reactant: [C:1](N1C=CN=C1)([N:3]1C=CN=[CH:4]1)=[O:2].NC[C:15]1[C:20]([F:21])=[CH:19][C:18]([N+:22]([O-:24])=[O:23])=[CH:17][C:16]=1[CH2:25][OH:26]. Product: [F:21][C:20]1[C:15]2[N:3]([CH3:4])[C:1](=[O:2])[O:26][CH2:25][C:16]=2[CH:17]=[C:18]([N+:22]([O-:24])=[O:23])[CH:19]=1. The catalyst class is: 47.